From a dataset of Forward reaction prediction with 1.9M reactions from USPTO patents (1976-2016). Predict the product of the given reaction. Given the reactants [CH3:1][C:2]1[N:3]=[C:4]([NH:7][C:8]2[C:13]([OH:14])=[CH:12][CH:11]=[CH:10][N:9]=2)[S:5][CH:6]=1.C([O-])([O-])=O.[Cs+].[Cs+].CN(C=O)C.Br[CH:27]1[CH2:32][CH2:31][CH2:30][CH:29]=[CH:28]1, predict the reaction product. The product is: [CH:32]1([O:14][C:13]2[C:8]([NH:7][C:4]3[S:5][CH:6]=[C:2]([CH3:1])[N:3]=3)=[N:9][CH:10]=[CH:11][CH:12]=2)[CH2:31][CH2:30][CH2:29][CH:28]=[CH:27]1.